This data is from Full USPTO retrosynthesis dataset with 1.9M reactions from patents (1976-2016). The task is: Predict the reactants needed to synthesize the given product. (1) Given the product [CH3:11][O:10][C:6]1[CH:5]=[C:4]([C:2](=[N:19][OH:20])[CH3:1])[CH:9]=[CH:8][CH:7]=1, predict the reactants needed to synthesize it. The reactants are: [CH3:1][C:2]([C:4]1[CH:9]=[CH:8][CH:7]=[C:6]([O:10][CH3:11])[CH:5]=1)=O.C(=O)([O-])[O-].[K+].[K+].Cl.[NH2:19][OH:20]. (2) Given the product [C:15]12[CH2:18][CH:12]([CH2:17][CH2:16]1)[CH:13]1[C:14]=2[C:19](=[O:20])[O:21][CH2:22]1, predict the reactants needed to synthesize it. The reactants are: [OH-].[B+3].[Na+].[OH-].[OH-].[OH-].CN(C=O)C.[CH:12]12[CH2:18][CH:15]([CH:16]=[CH:17]1)[CH:14]1[C:19]([O:21][C:22](=O)[CH:13]21)=[O:20].S(=O)(=O)(O)O. (3) Given the product [O:13]=[C:14]1[CH2:19][CH2:18][CH2:17][CH2:16][N:15]1[C:20]1[CH:21]=[CH:22][C:23]([NH:26][C:27]([C:29]2[CH2:33][CH2:32][CH2:31][C:30]=2[C:34]2[CH:35]=[C:36]([CH:37]=[CH:38][CH:39]=2)[C:40]([NH2:41])=[O:6])=[O:28])=[CH:24][CH:25]=1, predict the reactants needed to synthesize it. The reactants are: CS(C)=O.C(=O)([O-])[O-:6].[K+].[K+].OO.[O:13]=[C:14]1[CH2:19][CH2:18][CH2:17][CH2:16][N:15]1[C:20]1[CH:25]=[CH:24][C:23]([NH:26][C:27]([C:29]2[CH2:33][CH2:32][CH2:31][C:30]=2[C:34]2[CH:39]=[CH:38][CH:37]=[C:36]([C:40]#[N:41])[CH:35]=2)=[O:28])=[CH:22][CH:21]=1. (4) Given the product [CH2:1]([O:3][C:4]([C:6]1[N:7]=[C:8]([N:11]2[CH2:12][CH2:13][CH:14]([O:17][S:19]([CH3:18])(=[O:21])=[O:20])[CH2:15][CH2:16]2)[S:9][CH:10]=1)=[O:5])[CH3:2], predict the reactants needed to synthesize it. The reactants are: [CH2:1]([O:3][C:4]([C:6]1[N:7]=[C:8]([N:11]2[CH2:16][CH2:15][CH:14]([OH:17])[CH2:13][CH2:12]2)[S:9][CH:10]=1)=[O:5])[CH3:2].[CH3:18][S:19](Cl)(=[O:21])=[O:20].C(N(CC)CC)C.C(O)C. (5) Given the product [CH2:1]([N:8]1[CH2:13][CH2:12][CH:11]([C:14]([NH:16][C:17]2[CH:22]=[CH:21][C:20]([CH2:23][NH:24][C:25]3[C:34]4[C:29](=[CH:30][C:31]([CH3:35])=[CH:32][CH:33]=4)[N:28]=[C:27]([N:38]([CH3:39])[CH3:37])[N:26]=3)=[CH:19][CH:18]=2)=[O:15])[CH2:10][CH2:9]1)[C:2]1[CH:7]=[CH:6][CH:5]=[CH:4][CH:3]=1, predict the reactants needed to synthesize it. The reactants are: [CH2:1]([N:8]1[CH2:13][CH2:12][CH:11]([C:14]([NH:16][C:17]2[CH:22]=[CH:21][C:20]([CH2:23][NH:24][C:25]3[C:34]4[C:29](=[CH:30][C:31]([CH3:35])=[CH:32][CH:33]=4)[N:28]=[C:27](Cl)[N:26]=3)=[CH:19][CH:18]=2)=[O:15])[CH2:10][CH2:9]1)[C:2]1[CH:7]=[CH:6][CH:5]=[CH:4][CH:3]=1.[CH3:37][NH:38][CH3:39]. (6) Given the product [C:1]1([S:7]([CH2:10][C:11]2[CH:16]=[CH:15][CH:14]=[C:13]([O:17][CH2:18][CH2:19][Cl:20])[C:12]=2[NH2:21])(=[O:9])=[O:8])[CH:2]=[CH:3][CH:4]=[CH:5][CH:6]=1, predict the reactants needed to synthesize it. The reactants are: [C:1]1([S:7]([CH2:10][C:11]2[CH:16]=[CH:15][CH:14]=[C:13]([O:17][CH2:18][CH2:19][Cl:20])[C:12]=2[N+:21]([O-])=O)(=[O:9])=[O:8])[CH:6]=[CH:5][CH:4]=[CH:3][CH:2]=1.O.NN.